From a dataset of Forward reaction prediction with 1.9M reactions from USPTO patents (1976-2016). Predict the product of the given reaction. (1) Given the reactants [CH3:1][O:2][C:3]1[CH:8]=[CH:7][C:6]([NH2:9])=[CH:5][C:4]=1[N:10]1[CH2:15][CH2:14][O:13][CH2:12][CH2:11]1.CS([C:19]1[N:24]=[CH:23][C:22]2=[CH:25][CH:26]=[C:27]([C:28]3[CH:33]=[CH:32][CH:31]=[CH:30][C:29]=3[N:34]([CH3:39])[S:35]([CH3:38])(=[O:37])=[O:36])[N:21]2[N:20]=1)=O.C(N(CC)C(C)C)(C)C.COCC(O)C, predict the reaction product. The product is: [CH3:1][O:2][C:3]1[CH:8]=[CH:7][C:6]([NH:9][C:19]2[N:24]=[CH:23][C:22]3=[CH:25][CH:26]=[C:27]([C:28]4[CH:33]=[CH:32][CH:31]=[CH:30][C:29]=4[N:34]([CH3:39])[S:35]([CH3:38])(=[O:37])=[O:36])[N:21]3[N:20]=2)=[CH:5][C:4]=1[N:10]1[CH2:15][CH2:14][O:13][CH2:12][CH2:11]1. (2) Given the reactants [CH:1]([N:4]([CH:16]([CH3:18])[CH3:17])[C:5]([N:7]1[C:11]2[CH:12]=[CH:13][CH:14]=[CH:15][C:10]=2[N:9]=[CH:8]1)=[O:6])([CH3:3])[CH3:2].[Li]CCCC.Cl[P:25]([CH:32]1[CH2:37][CH2:36][CH2:35][CH2:34][CH2:33]1)[CH:26]1[CH2:31][CH2:30][CH2:29][CH2:28][CH2:27]1.CO, predict the reaction product. The product is: [CH:32]1([P:25]([CH:26]2[CH2:27][CH2:28][CH2:29][CH2:30][CH2:31]2)[C:8]2[N:7]([C:5]([N:4]([CH:1]([CH3:3])[CH3:2])[CH:16]([CH3:18])[CH3:17])=[O:6])[C:11]3[CH:12]=[CH:13][CH:14]=[CH:15][C:10]=3[N:9]=2)[CH2:33][CH2:34][CH2:35][CH2:36][CH2:37]1. (3) The product is: [CH2:1]([O:8][CH2:9][C:10]1[N:20]=[C:19]([N:39]2[CH2:40][CH:37]([C:35](=[O:36])[NH:34][S:31]([CH2:24][C:25]3[CH:26]=[CH:27][CH:28]=[CH:29][CH:30]=3)(=[O:33])=[O:32])[CH2:38]2)[C:18]([C:22]#[N:23])=[CH:17][C:11]=1[C:12]([O:14][CH2:15][CH3:16])=[O:13])[C:2]1[CH:7]=[CH:6][CH:5]=[CH:4][CH:3]=1. Given the reactants [CH2:1]([O:8][CH2:9][C:10]1[N:20]=[C:19](Cl)[C:18]([C:22]#[N:23])=[CH:17][C:11]=1[C:12]([O:14][CH2:15][CH3:16])=[O:13])[C:2]1[CH:7]=[CH:6][CH:5]=[CH:4][CH:3]=1.[CH2:24]([S:31]([NH:34][C:35]([CH:37]1[CH2:40][NH:39][CH2:38]1)=[O:36])(=[O:33])=[O:32])[C:25]1[CH:30]=[CH:29][CH:28]=[CH:27][CH:26]=1.CCN(C(C)C)C(C)C.CCO, predict the reaction product. (4) The product is: [Cl:1][C:2]1[CH:7]=[CH:6][C:5]([C:12]2[CH:17]=[CH:16][CH:15]=[C:14]([N:18]([CH2:22][C:23]3[CH:35]=[CH:34][C:26]([O:27][CH2:28][C:29]([OH:31])=[O:30])=[C:25]([CH3:36])[CH:24]=3)[CH2:19][CH2:20][CH3:21])[C:13]=2[CH3:37])=[CH:4][CH:3]=1. Given the reactants [Cl:1][C:2]1[CH:7]=[CH:6][C:5](B(O)O)=[CH:4][CH:3]=1.Br[C:12]1[C:13]([CH3:37])=[C:14]([N:18]([CH2:22][C:23]2[CH:35]=[CH:34][C:26]([O:27][CH2:28][C:29]([O:31]CC)=[O:30])=[C:25]([CH3:36])[CH:24]=2)[CH2:19][CH2:20][CH3:21])[CH:15]=[CH:16][CH:17]=1, predict the reaction product. (5) Given the reactants [CH3:1][O:2][C:3]1[CH:4]=[C:5]2[C:9](=[CH:10][CH:11]=1)[C:8](=[O:12])[CH:7]([CH2:13][C:14]([OH:16])=O)[CH2:6]2.CCN=C=N[CH2:22][CH2:23][CH2:24][N:25]([CH3:27])C.C1C=CC2N(O)N=NC=2C=1.CCN(C(C)C)C(C)C.N1CCCC1, predict the reaction product. The product is: [CH3:1][O:2][C:3]1[CH:4]=[C:5]2[C:9](=[CH:10][CH:11]=1)[C:8](=[O:12])[CH:7]([CH2:13][C:14](=[O:16])[N:25]1[CH2:24][CH2:23][CH2:22][CH2:27]1)[CH2:6]2.